This data is from Full USPTO retrosynthesis dataset with 1.9M reactions from patents (1976-2016). The task is: Predict the reactants needed to synthesize the given product. (1) The reactants are: S(Cl)(Cl)=O.[F:5][C:6]1[CH:14]=[C:13]([N+:15]([O-:17])=[O:16])[CH:12]=[CH:11][C:7]=1[C:8](O)=[O:9].[CH3:18][NH2:19]. Given the product [F:5][C:6]1[CH:14]=[C:13]([N+:15]([O-:17])=[O:16])[CH:12]=[CH:11][C:7]=1[C:8]([NH:19][CH3:18])=[O:9], predict the reactants needed to synthesize it. (2) Given the product [NH2:34][C:2]1[N:7]=[C:6]([C:8]2[O:12][C:11]([C:13]([CH3:16])([CH3:15])[CH3:14])=[N:10][C:9]=2[C:17]2[C:18]([F:32])=[C:19]([NH:23][S:24]([C:27]3[CH:31]=[CH:30][O:29][CH:28]=3)(=[O:26])=[O:25])[CH:20]=[CH:21][CH:22]=2)[CH:5]=[CH:4][N:3]=1, predict the reactants needed to synthesize it. The reactants are: Cl[C:2]1[N:7]=[C:6]([C:8]2[O:12][C:11]([C:13]([CH3:16])([CH3:15])[CH3:14])=[N:10][C:9]=2[C:17]2[C:18]([F:32])=[C:19]([NH:23][S:24]([C:27]3[CH:31]=[CH:30][O:29][CH:28]=3)(=[O:26])=[O:25])[CH:20]=[CH:21][CH:22]=2)[CH:5]=[CH:4][N:3]=1.[OH-].[NH4+:34]. (3) Given the product [O:15]1[C:14]2[CH:18]=[CH:19][C:11]([C:9]3[N:8]([C:20]4[CH:25]=[C:24]([Cl:26])[CH:23]=[CH:22][C:21]=4[Cl:27])[N:7]=[C:6](/[CH:5]=[C:4](/[C:28]4[CH:33]=[CH:32][CH:31]=[C:30]([Cl:34])[CH:29]=4)\[C:3]([OH:35])=[O:2])[CH:10]=3)=[CH:12][C:13]=2[O:17][CH2:16]1, predict the reactants needed to synthesize it. The reactants are: C[O:2][C:3](=[O:35])/[C:4](/[C:28]1[CH:33]=[CH:32][CH:31]=[C:30]([Cl:34])[CH:29]=1)=[CH:5]\[C:6]1[CH:10]=[C:9]([C:11]2[CH:19]=[CH:18][C:14]3[O:15][CH2:16][O:17][C:13]=3[CH:12]=2)[N:8]([C:20]2[CH:25]=[C:24]([Cl:26])[CH:23]=[CH:22][C:21]=2[Cl:27])[N:7]=1.O.[Li+].[OH-].CCOC(C)=O. (4) Given the product [CH3:76][O:75][C:73]1[CH:72]=[CH:71][C:68]([CH:69]=[O:70])=[C:67]([O:66][CH2:23][C:22]2[CH:21]=[C:20]([O:19][CH2:1][CH2:2][CH2:3][CH2:4][CH2:5][CH2:6][CH2:7][CH2:8][CH2:9][CH2:10][CH2:11][CH2:12][CH2:13][CH2:14][CH2:15][CH2:16][CH2:17][CH3:18])[C:27]([O:28][CH2:29][CH2:30][CH2:31][CH2:32][CH2:33][CH2:34][CH2:35][CH2:36][CH2:37][CH2:38][CH2:39][CH2:40][CH2:41][CH2:42][CH2:43][CH2:44][CH2:45][CH3:46])=[C:26]([O:47][CH2:48][CH2:49][CH2:50][CH2:51][CH2:52][CH2:53][CH2:54][CH2:55][CH2:56][CH2:57][CH2:58][CH2:59][CH2:60][CH2:61][CH2:62][CH2:63][CH2:64][CH3:65])[CH:25]=2)[CH:74]=1, predict the reactants needed to synthesize it. The reactants are: [CH2:1]([O:19][C:20]1[CH:21]=[C:22]([CH:25]=[C:26]([O:47][CH2:48][CH2:49][CH2:50][CH2:51][CH2:52][CH2:53][CH2:54][CH2:55][CH2:56][CH2:57][CH2:58][CH2:59][CH2:60][CH2:61][CH2:62][CH2:63][CH2:64][CH3:65])[C:27]=1[O:28][CH2:29][CH2:30][CH2:31][CH2:32][CH2:33][CH2:34][CH2:35][CH2:36][CH2:37][CH2:38][CH2:39][CH2:40][CH2:41][CH2:42][CH2:43][CH2:44][CH2:45][CH3:46])[CH2:23]Cl)[CH2:2][CH2:3][CH2:4][CH2:5][CH2:6][CH2:7][CH2:8][CH2:9][CH2:10][CH2:11][CH2:12][CH2:13][CH2:14][CH2:15][CH2:16][CH2:17][CH3:18].[OH:66][C:67]1[CH:74]=[C:73]([O:75][CH3:76])[CH:72]=[CH:71][C:68]=1[CH:69]=[O:70].C(=O)([O-])[O-].[K+].[K+].